From a dataset of Full USPTO retrosynthesis dataset with 1.9M reactions from patents (1976-2016). Predict the reactants needed to synthesize the given product. (1) Given the product [NH2:1][C:4]1[CH:9]=[CH:8][C:7]([N:10]2[CH:15]=[CH:14][CH:13]=[CH:12][C:11]2=[O:16])=[CH:6][CH:5]=1, predict the reactants needed to synthesize it. The reactants are: [N+:1]([C:4]1[CH:9]=[CH:8][C:7]([N:10]2[CH:15]=[CH:14][CH:13]=[CH:12][C:11]2=[O:16])=[CH:6][CH:5]=1)([O-])=O.[NH4+].[Cl-]. (2) Given the product [OH:1][C:2]1[C:3](=[O:18])[NH:4][C:5]2[C:10]([C:11]=1[C:12]([O:14][CH2:15][CH3:16])=[O:13])=[CH:9][C:8]([CH3:19])=[CH:7][CH:6]=2, predict the reactants needed to synthesize it. The reactants are: [OH:1][C:2]1[C:3](=[O:18])[N:4](C)[C:5]2[C:10]([C:11]=1[C:12]([O:14][CH2:15][CH3:16])=[O:13])=[CH:9][CH:8]=[CH:7][CH:6]=2.[CH3:19]C1C=C2C(=CC=1)NC(=O)C2=O. (3) Given the product [Cl:1][C:2]1[CH:7]=[CH:6][C:5]([S:8]([NH:11][C:15]2[C:16]([C:22](=[O:32])[C:23]3[C:28]([CH3:29])=[CH:27][CH:26]=[CH:25][C:24]=3[O:30][CH3:31])=[N:17][CH:18]=[C:19]([Cl:21])[CH:20]=2)(=[O:10])=[O:9])=[CH:4][C:3]=1[CH3:33], predict the reactants needed to synthesize it. The reactants are: [Cl:1][C:2]1[CH:7]=[CH:6][C:5]([S:8]([N:11]([C:15]2[C:16]([C:22](=[O:32])[C:23]3[C:28]([CH3:29])=[CH:27][CH:26]=[CH:25][C:24]=3[O:30][CH3:31])=[N:17][CH:18]=[C:19]([Cl:21])[CH:20]=2)COC)(=[O:10])=[O:9])=[CH:4][C:3]=1[CH3:33].Cl.O. (4) Given the product [CH3:1][O:2][C:3]1[N:4]=[C:5]2[C:10](=[CH:11][CH:12]=1)[N:9]=[CH:8][CH:7]=[C:6]2[CH2:13][CH2:14][N:15]1[CH2:20][CH2:19][CH2:18][CH:17]([CH2:21][NH:22][S:43]([C:41]2[CH:40]=[CH:39][C:36]3[S:37][CH2:38][C:33](=[O:32])[NH:34][C:35]=3[N:42]=2)(=[O:45])=[O:44])[CH2:16]1, predict the reactants needed to synthesize it. The reactants are: [CH3:1][O:2][C:3]1[N:4]=[C:5]2[C:10](=[CH:11][CH:12]=1)[N:9]=[CH:8][CH:7]=[C:6]2[CH2:13][CH2:14][N:15]1[CH2:20][CH2:19][CH2:18][CH:17]([CH2:21][NH2:22])[CH2:16]1.CCN(C(C)C)C(C)C.[O:32]=[C:33]1[CH2:38][S:37][C:36]2[CH:39]=[CH:40][C:41]([S:43](Cl)(=[O:45])=[O:44])=[N:42][C:35]=2[NH:34]1. (5) Given the product [CH:35]1[C:36]2[CH:24]([CH2:23][O:22][C:21]([NH:20][C@@H:19]([CH2:18][S:17][CH2:16][C@H:15]([O:14][C:1](=[O:13])[CH2:2][CH2:3][CH2:4][CH2:5][CH2:6][CH2:7][CH2:8][CH2:9][CH2:10][CH2:11][CH3:12])[CH2:41][O:42][C:43](=[O:55])[CH2:44][CH2:45][CH2:46][CH2:47][CH2:48][CH2:49][CH2:50][CH2:51][CH2:52][CH2:53][CH3:54])[C:38](=[O:39])[NH:57][CH2:58][CH2:59][O:60][CH2:61][CH2:62][O:63][CH2:64][CH2:65][C:66]([P:69](=[O:76])([O:73][CH2:74][CH3:75])[O:70][CH2:71][CH3:72])([F:68])[F:67])=[O:37])[C:25]3[C:30](=[CH:29][CH:28]=[CH:27][CH:26]=3)[C:31]=2[CH:32]=[CH:33][CH:34]=1, predict the reactants needed to synthesize it. The reactants are: [C:1]([O:14][C@H:15]([CH2:41][O:42][C:43](=[O:55])[CH2:44][CH2:45][CH2:46][CH2:47][CH2:48][CH2:49][CH2:50][CH2:51][CH2:52][CH2:53][CH3:54])[CH2:16][S:17][CH2:18][C@@H:19]([C:38](O)=[O:39])[NH:20][C:21](=[O:37])[O:22][CH2:23][CH:24]1[C:36]2[CH:35]=[CH:34][CH:33]=[CH:32][C:31]=2[C:30]2[C:25]1=[CH:26][CH:27]=[CH:28][CH:29]=2)(=[O:13])[CH2:2][CH2:3][CH2:4][CH2:5][CH2:6][CH2:7][CH2:8][CH2:9][CH2:10][CH2:11][CH3:12].Cl.[NH2:57][CH2:58][CH2:59][O:60][CH2:61][CH2:62][O:63][CH2:64][CH2:65][C:66]([P:69](=[O:76])([O:73][CH2:74][CH3:75])[O:70][CH2:71][CH3:72])([F:68])[F:67].CCN(C(C)C)C(C)C.CN(C(ON1N=NC2C=CC=CC1=2)=[N+](C)C)C.F[P-](F)(F)(F)(F)F. (6) Given the product [CH2:17]([O:19][CH:20]([O:23][CH2:24][CH3:25])[CH2:21][O:14][C@H:10]([CH2:11][CH:12]=[CH2:13])[CH2:9][O:8][CH2:1][C:2]1[CH:7]=[CH:6][CH:5]=[CH:4][CH:3]=1)[CH3:18], predict the reactants needed to synthesize it. The reactants are: [CH2:1]([O:8][CH2:9][C@H:10]([OH:14])[CH2:11][CH:12]=[CH2:13])[C:2]1[CH:7]=[CH:6][CH:5]=[CH:4][CH:3]=1.[H-].[Na+].[CH2:17]([O:19][CH:20]([O:23][CH2:24][CH3:25])[CH2:21]Br)[CH3:18]. (7) Given the product [Br:1][C:2]1[CH:3]=[C:4]([NH:8][CH2:9][C:10]([O:12][CH2:19][CH3:20])=[O:11])[CH:5]=[CH:6][CH:7]=1, predict the reactants needed to synthesize it. The reactants are: [Br:1][C:2]1[CH:3]=[C:4]([NH:8][CH2:9][C:10]([OH:12])=[O:11])[CH:5]=[CH:6][CH:7]=1.C(=O)([O-])[O-].[Na+].[Na+].[CH2:19](O)[CH3:20]. (8) Given the product [CH2:1]([O:3][C:4](=[O:38])[C:5]([CH3:37])([O:7][C:8]1[CH:9]=[CH:10][C:11]([O:14][CH2:15][CH2:16][C:17]2[N:18]=[C:19]([C:23]3[CH:28]=[CH:27][CH:26]=[C:25]([O:29][C:30]4[CH:31]=[CH:32][CH:33]=[CH:34][CH:35]=4)[CH:24]=3)[O:20][C:21]=2[CH3:22])=[CH:12][CH:13]=1)[CH3:6])[CH3:2], predict the reactants needed to synthesize it. The reactants are: [CH2:1]([O:3][C:4](=[O:38])[C:5]([CH3:37])([O:7][C:8]1[CH:13]=[CH:12][C:11]([O:14][CH2:15][CH2:16][C:17]2[N:18]=[C:19]([C:23]3[CH:28]=[CH:27][CH:26]=[C:25]([O:29][C:30]4[CH:35]=[CH:34][CH:33]=[CH:32][C:31]=4C)[CH:24]=3)[O:20][C:21]=2[CH3:22])=[CH:10][CH:9]=1)[CH3:6])[CH3:2].